Task: Predict which catalyst facilitates the given reaction.. Dataset: Catalyst prediction with 721,799 reactions and 888 catalyst types from USPTO (1) Reactant: [C:1](Cl)(=O)C.[OH:5][C:6]1[CH:7]=[C:8]([CH2:12][C:13]([OH:15])=[O:14])[CH:9]=[CH:10][CH:11]=1. Product: [CH3:1][O:14][C:13](=[O:15])[CH2:12][C:8]1[CH:9]=[CH:10][CH:11]=[C:6]([OH:5])[CH:7]=1. The catalyst class is: 5. (2) Reactant: [C:1]([O:5][C:6](=[O:15])[NH:7][CH2:8][CH:9]1[CH2:14][CH2:13][NH:12][CH2:11][CH2:10]1)([CH3:4])([CH3:3])[CH3:2].C(N(CC)C(C)C)(C)C.[F:25][C:26]1[CH:31]=[CH:30][C:29]([CH2:32][CH2:33][S:34](Cl)(=[O:36])=[O:35])=[CH:28][CH:27]=1. Product: [C:1]([O:5][C:6](=[O:15])[NH:7][CH2:8][CH:9]1[CH2:10][CH2:11][N:12]([S:34]([CH2:33][CH2:32][C:29]2[CH:30]=[CH:31][C:26]([F:25])=[CH:27][CH:28]=2)(=[O:35])=[O:36])[CH2:13][CH2:14]1)([CH3:4])([CH3:2])[CH3:3]. The catalyst class is: 526. (3) Reactant: [OH:1][C@H:2]1[CH2:7][CH2:6][CH2:5][CH2:4][C@@H:3]1[NH:8][CH:9]1[CH2:14][CH2:13][N:12]([C:15]([O:17][C:18]([CH3:21])([CH3:20])[CH3:19])=[O:16])[CH2:11][CH2:10]1.[Cl:22][CH2:23][C:24](Cl)=[O:25].C(N(CC)CC)C. Product: [Cl:22][CH2:23][C:24]([N:8]([CH:9]1[CH2:10][CH2:11][N:12]([C:15]([O:17][C:18]([CH3:21])([CH3:20])[CH3:19])=[O:16])[CH2:13][CH2:14]1)[C@H:3]1[CH2:4][CH2:5][CH2:6][CH2:7][C@@H:2]1[OH:1])=[O:25]. The catalyst class is: 4. (4) Reactant: [F:1][C:2]([F:7])([F:6])[C:3]([OH:5])=[O:4].[NH2:8][C:9]1[CH:14]=[C:13]([C:15]2[NH:23][C:18]3=[N:19][CH:20]=[CH:21][N:22]=[C:17]3[C:16]=2[C:24]2[CH:29]=[CH:28][C:27]([F:30])=[CH:26][CH:25]=2)[CH:12]=[CH:11][N:10]=1.N1C=CC=CC=1.[C:37](Cl)(=[O:39])[CH3:38]. Product: [F:1][C:2]([F:7])([F:6])[C:3]([OH:5])=[O:4].[C:37]([NH:8][C:9]1[CH:14]=[C:13]([C:15]2[NH:23][C:18]3=[N:19][CH:20]=[CH:21][N:22]=[C:17]3[C:16]=2[C:24]2[CH:29]=[CH:28][C:27]([F:30])=[CH:26][CH:25]=2)[CH:12]=[CH:11][N:10]=1)(=[O:39])[CH3:38]. The catalyst class is: 83. (5) Product: [CH2:17]([N:12]1[C:11](=[O:13])[CH2:10][C:9](=[O:14])[N:8]([CH3:15])[C:7]2[CH:16]=[C:3]([O:2][CH3:1])[CH:4]=[CH:5][C:6]1=2)[CH3:18]. The catalyst class is: 13. Reactant: [CH3:1][O:2][C:3]1[CH:4]=[CH:5][C:6]2[NH:12][C:11](=[O:13])[CH2:10][C:9](=[O:14])[N:8]([CH3:15])[C:7]=2[CH:16]=1.[CH2:17](I)[CH3:18].O.